Dataset: Forward reaction prediction with 1.9M reactions from USPTO patents (1976-2016). Task: Predict the product of the given reaction. (1) Given the reactants [H-].C([Al+]CC(C)C)C(C)C.C([O:13][C:14]([C:16]1[S:20][C:19]([CH:21]([CH3:23])[CH3:22])=[N:18][C:17]=1[CH3:24])=O)C.C(C(C(C([O-])=O)O)O)([O-])=O.[Na+].[K+], predict the reaction product. The product is: [CH3:23][CH:21]([C:19]1[S:20][C:16]([CH2:14][OH:13])=[C:17]([CH3:24])[N:18]=1)[CH3:22]. (2) Given the reactants [C:1]([O:5][C:6](=[O:22])[NH:7][C:8]1[CH:13]=[C:12]([O:14][CH2:15][CH3:16])[C:11]([C:17]([F:20])([F:19])[F:18])=[CH:10][C:9]=1[NH2:21])([CH3:4])([CH3:3])[CH3:2].C([O:27][C:28](=O)[CH2:29][C:30]([C:32]1[CH:37]=[CH:36][N:35]=[C:34]([C:38]2[CH:39]=[N:40][CH:41]=[CH:42][CH:43]=2)[CH:33]=1)=[O:31])(C)(C)C, predict the reaction product. The product is: [C:1]([O:5][C:6](=[O:22])[NH:7][C:8]1[CH:13]=[C:12]([O:14][CH2:15][CH3:16])[C:11]([C:17]([F:20])([F:19])[F:18])=[CH:10][C:9]=1[NH:21][C:28](=[O:27])[CH2:29][C:30]([C:32]1[CH:37]=[CH:36][N:35]=[C:34]([C:38]2[CH:39]=[N:40][CH:41]=[CH:42][CH:43]=2)[CH:33]=1)=[O:31])([CH3:2])([CH3:3])[CH3:4]. (3) Given the reactants Cl[C:2]1[N:3]=[C:4]([C:12]([C:14]2[S:15][CH:16]=[CH:17][CH:18]=2)=[O:13])[C:5]2[S:10][C:9]([Cl:11])=[CH:8][C:6]=2[N:7]=1.[N:19]1[CH:24]=[CH:23][CH:22]=[C:21]([CH2:25][NH2:26])[CH:20]=1, predict the reaction product. The product is: [Cl:11][C:9]1[S:10][C:5]2[C:4]([C:12]([C:14]3[S:15][CH:16]=[CH:17][CH:18]=3)=[O:13])=[N:3][C:2]([NH:26][CH2:25][C:21]3[CH:20]=[N:19][CH:24]=[CH:23][CH:22]=3)=[N:7][C:6]=2[CH:8]=1. (4) Given the reactants C(O)(C(F)(F)F)=O.C(OC([N:15]([C:43]1[CH:48]=[CH:47][C:46]([CH3:49])=[CH:45][N:44]=1)[CH2:16][CH2:17][CH2:18][O:19][C:20]1[CH:42]=[CH:41][C:23]([CH2:24][C@@H:25]([C:37]([O:39][CH3:40])=[O:38])[NH:26][C:27](=[O:36])[C:28]2[C:33]([Cl:34])=[CH:32][CH:31]=[CH:30][C:29]=2[Cl:35])=[CH:22][CH:21]=1)=O)(C)(C)C, predict the reaction product. The product is: [Cl:35][C:29]1[CH:30]=[CH:31][CH:32]=[C:33]([Cl:34])[C:28]=1[C:27]([NH:26][C@H:25]([C:37]([O:39][CH3:40])=[O:38])[CH2:24][C:23]1[CH:41]=[CH:42][C:20]([O:19][CH2:18][CH2:17][CH2:16][NH:15][C:43]2[CH:48]=[CH:47][C:46]([CH3:49])=[CH:45][N:44]=2)=[CH:21][CH:22]=1)=[O:36]. (5) Given the reactants [CH2:1]([S:3][C:4]1[CH:9]=[C:8]([Cl:10])[CH:7]=[C:6]([Cl:11])[CH:5]=1)[CH3:2].C([Li])CCC.CN(C)[CH:19]=[O:20], predict the reaction product. The product is: [Cl:10][C:8]1[CH:9]=[C:4]([S:3][CH2:1][CH3:2])[CH:5]=[C:6]([Cl:11])[C:7]=1[CH:19]=[O:20]. (6) Given the reactants CS([C:5]1[N:9]=[C:8]([CH:10]2[CH2:14][CH2:13][CH2:12][CH2:11]2)[S:7][N:6]=1)(=O)=O.[CH2:15]([OH:19])[C:16]#[C:17][CH3:18].[H-].[Na+], predict the reaction product. The product is: [CH:10]1([C:8]2[S:7][N:6]=[C:5]([O:19][CH2:15][C:16]#[C:17][CH3:18])[N:9]=2)[CH2:14][CH2:13][CH2:12][CH2:11]1. (7) The product is: [F:14][C:15]1[C:16]([CH2:22][N:23]2[CH:27]=[CH:26][C:25]([NH:28][C:29]3[S:30][C:3]([C:2]([C:8]4[S:9][CH:10]=[C:11]([CH3:13])[N:12]=4)([OH:1])[CH3:7])=[N:5][N:6]=3)=[N:24]2)=[N:17][CH:18]=[C:19]([F:21])[CH:20]=1. Given the reactants [OH:1][C:2]([C:8]1[S:9][CH:10]=[C:11]([CH3:13])[N:12]=1)([CH3:7])[C:3]([NH:5][NH2:6])=O.[F:14][C:15]1[C:16]([CH2:22][N:23]2[CH:27]=[CH:26][C:25]([N:28]=[C:29]=[S:30])=[N:24]2)=[N:17][CH:18]=[C:19]([F:21])[CH:20]=1.S(=O)(=O)(O)O.N, predict the reaction product. (8) Given the reactants C([O:3][C:4]([C:6]1[S:10][CH:9]=[N:8][C:7]=1[C:11]1[CH:16]=[CH:15][CH:14]=[CH:13][C:12]=1[O:17][CH3:18])=[O:5])C.[OH-].[Na+], predict the reaction product. The product is: [CH3:18][O:17][C:12]1[CH:13]=[CH:14][CH:15]=[CH:16][C:11]=1[C:7]1[N:8]=[CH:9][S:10][C:6]=1[C:4]([OH:5])=[O:3]. (9) Given the reactants [Br:1][C:2]1[CH:7]=[C:6]([N+:8]([O-:10])=[O:9])[CH:5]=[CH:4][C:3]=1F.[N:12]1([C:18]([O:20][C:21]([CH3:24])([CH3:23])[CH3:22])=[O:19])[CH2:17][CH2:16][NH:15][CH2:14][CH2:13]1.C(=O)([O-])[O-].[K+].[K+], predict the reaction product. The product is: [Br:1][C:2]1[CH:7]=[C:6]([N+:8]([O-:10])=[O:9])[CH:5]=[CH:4][C:3]=1[N:15]1[CH2:14][CH2:13][N:12]([C:18]([O:20][C:21]([CH3:24])([CH3:23])[CH3:22])=[O:19])[CH2:17][CH2:16]1. (10) Given the reactants [Sn](Cl)(Cl)(Cl)Cl.O.O.O.O.O.[OH-].[Na+].Cl.[C:14]([O-:19])(=[O:18])[CH:15]([CH3:17])[OH:16].[Na+].[C:21]([OH:26])(=[O:25])[CH:22]([CH3:24])[OH:23], predict the reaction product. The product is: [C:14]([OH:19])(=[O:18])[CH:15]([CH3:17])[OH:16].[C:21]([O:26][CH3:14])(=[O:25])[CH:22]([CH3:24])[OH:23].